This data is from Catalyst prediction with 721,799 reactions and 888 catalyst types from USPTO. The task is: Predict which catalyst facilitates the given reaction. (1) Reactant: [F:1][C:2]1[C:16]([F:17])=[C:15]([CH:18]=[O:19])[CH:14]=[CH:13][C:3]=1[O:4][C:5]1[CH:12]=[CH:11][C:8]([C:9]#[N:10])=[CH:7][N:6]=1.C([O-])([O-])=[O:21].[K+].[K+].CS(C)=O. Product: [F:1][C:2]1[C:16]([F:17])=[C:15]([CH:18]=[O:19])[CH:14]=[CH:13][C:3]=1[O:4][C:5]1[CH:12]=[CH:11][C:8]([C:9]([NH2:10])=[O:21])=[CH:7][N:6]=1. The catalyst class is: 6. (2) Reactant: [Cl:1][C:2]1[CH:3]=[CH:4][C:5]2[S:9][C:8]([NH:10][NH2:11])=[N:7][C:6]=2[CH:12]=1.[C:13]([CH2:21][C:22](OCC)=[O:23])(=O)[C:14]1[CH:19]=[CH:18][CH:17]=[CH:16][CH:15]=1. Product: [Cl:1][C:2]1[CH:3]=[CH:4][C:5]2[S:9][C:8]([N:10]3[C:22](=[O:23])[CH:21]=[C:13]([C:14]4[CH:19]=[CH:18][CH:17]=[CH:16][CH:15]=4)[NH:11]3)=[N:7][C:6]=2[CH:12]=1. The catalyst class is: 8. (3) Reactant: [F:1][C:2]([F:19])([F:18])[C:3](=O)[CH2:4][C:5]([C:7]1[CH:12]=[CH:11][C:10]([C:13]([F:16])([F:15])[F:14])=[CH:9][CH:8]=1)=O.[NH2:20][C:21]1[CH:25]=[CH:24][NH:23][N:22]=1. Product: [F:1][C:2]([F:19])([F:18])[C:3]1[N:22]2[N:23]=[CH:24][CH:25]=[C:21]2[N:20]=[C:5]([C:7]2[CH:12]=[CH:11][C:10]([C:13]([F:16])([F:15])[F:14])=[CH:9][CH:8]=2)[CH:4]=1. The catalyst class is: 15. (4) Reactant: Cl[C:2]1[N:3]([CH2:19][C:20]2[CH:25]=[CH:24][C:23]([N:26]3[CH:30]=[CH:29][CH:28]=[N:27]3)=[CH:22][CH:21]=2)[N:4]=[C:5]2[N:10]3[C@H:11]4[CH2:16][CH2:15][CH2:14][C@H:12]4[N:13]=[C:9]3[N:8]([CH3:17])[C:7](=[O:18])[C:6]=12.[C:31]1([OH:37])[CH:36]=[CH:35][CH:34]=[CH:33][CH:32]=1.C([O-])([O-])=O.[Cs+].[Cs+]. Product: [CH3:17][N:8]1[C:7](=[O:18])[C:6]2=[C:2]([O:37][C:31]3[CH:36]=[CH:35][CH:34]=[CH:33][CH:32]=3)[N:3]([CH2:19][C:20]3[CH:21]=[CH:22][C:23]([N:26]4[CH:30]=[CH:29][CH:28]=[N:27]4)=[CH:24][CH:25]=3)[N:4]=[C:5]2[N:10]2[C@H:11]3[CH2:16][CH2:15][CH2:14][C@H:12]3[N:13]=[C:9]12. The catalyst class is: 12. (5) Reactant: [C@H:1]([NH:5][C:6]1[C:7]([C:20]#[N:21])=[CH:8][C:9]([C:16]([F:19])([F:18])[F:17])=[C:10]([CH:15]=1)[C:11]([O:13][CH3:14])=[O:12])([CH2:3][CH3:4])[CH3:2].OO.C(=O)([O-])[O-:25].[K+].[K+]. Product: [C@H:1]([NH:5][C:6]1[C:7]([C:20]([NH2:21])=[O:25])=[CH:8][C:9]([C:16]([F:19])([F:18])[F:17])=[C:10]([CH:15]=1)[C:11]([O:13][CH3:14])=[O:12])([CH2:3][CH3:4])[CH3:2]. The catalyst class is: 16. (6) Reactant: [CH:1]1(B(O)O)[CH2:3][CH2:2]1.C1(P(C2CCCCC2)C2C=CC=CC=2C2C(OC)=CC=CC=2OC)CCCCC1.C(=O)([O-])[O-].[Na+].[Na+].Br[C:43]1[CH:48]=[C:47]([C:49](OC)=[O:50])[C:46]([O:53][CH2:54][CH3:55])=[CH:45][C:44]=1[C:56]1[CH:61]=[CH:60][CH:59]=[CH:58][C:57]=1[F:62]. Product: [CH:1]1([C:43]2[CH:48]=[C:47]([CH2:49][OH:50])[C:46]([O:53][CH2:54][CH3:55])=[CH:45][C:44]=2[C:56]2[CH:61]=[CH:60][CH:59]=[CH:58][C:57]=2[F:62])[CH2:3][CH2:2]1. The catalyst class is: 720. (7) Reactant: [OH-].[Na+].[C:3]([OH:10])(=[O:9])/[CH:4]=[CH:5]/[CH:6]=[CH:7]/[CH3:8].[Cl-].[Zn+2:12].[Cl-]. Product: [C:3]([O-:10])(=[O:9])/[CH:4]=[CH:5]/[CH:6]=[CH:7]/[CH3:8].[Zn+2:12].[C:3]([O-:10])(=[O:9])/[CH:4]=[CH:5]/[CH:6]=[CH:7]/[CH3:8]. The catalyst class is: 6. (8) The catalyst class is: 20. Reactant: CC1(C)CCCC(C)(C)N1.[Li]CCCC.[Cl:16][C:17]1[CH:22]=[CH:21][C:20]([CH3:23])=[CH:19][C:18]=1[F:24].CN([CH:28]=[O:29])C. Product: [Cl:16][C:17]1[C:18]([F:24])=[C:19]([C:20]([CH3:23])=[CH:21][CH:22]=1)[CH:28]=[O:29].